Dataset: Full USPTO retrosynthesis dataset with 1.9M reactions from patents (1976-2016). Task: Predict the reactants needed to synthesize the given product. (1) Given the product [OH:12][P:11]([O:14][P:15]([OH:18])([OH:17])=[O:16])(=[O:10])[OH:13].[N:1]1[C:8]([NH2:9])=[N:7][C:5]([NH2:6])=[N:4][C:2]=1[NH2:3], predict the reactants needed to synthesize it. The reactants are: [N:1]1[C:8]([NH2:9])=[N:7][C:5]([NH2:6])=[N:4][C:2]=1[NH2:3].[O-:10][P:11]([O:14][P:15]([O-:18])([O-:17])=[O:16])(=[O:13])[O-:12].[Na+].[Na+].[Na+].[Na+].Cl. (2) Given the product [CH3:21][C:13]1[C:14]([N+:18]([O-:20])=[O:19])=[CH:15][CH:16]=[CH:17][C:12]=1[N:11]([CH2:22][C:23]1[CH:30]=[CH:29][C:26]([C:27]#[N:28])=[CH:25][CH:24]=1)[CH2:10][C:9]1[CH:8]=[CH:7][C:6]([O:5][C:4]2[CH:33]=[CH:34][CH:35]=[C:2]([O:1][CH2:41][CH2:42][C:43]3[S:44][CH:45]=[CH:46][CH:47]=3)[CH:3]=2)=[CH:32][CH:31]=1, predict the reactants needed to synthesize it. The reactants are: [OH:1][C:2]1[CH:3]=[C:4]([CH:33]=[CH:34][CH:35]=1)[O:5][C:6]1[CH:32]=[CH:31][C:9]([CH2:10][N:11]([CH2:22][C:23]2[CH:30]=[CH:29][C:26]([C:27]#[N:28])=[CH:25][CH:24]=2)[C:12]2[CH:17]=[CH:16][CH:15]=[C:14]([N+:18]([O-:20])=[O:19])[C:13]=2[CH3:21])=[CH:8][CH:7]=1.CS(O[CH2:41][CH2:42][C:43]1[S:44][CH:45]=[CH:46][CH:47]=1)(=O)=O.C(=O)([O-])[O-].[Cs+].[Cs+]. (3) Given the product [Cl:1][C:2]1[CH:7]=[CH:6][C:5]([NH:8][C:9]([NH:11][C:12]2[CH:17]=[CH:16][CH:15]=[C:14]([C:18]3[CH:23]=[CH:22][CH:21]=[C:20]([N:24]4[CH2:28][CH2:27][CH2:26][CH2:25]4)[N:19]=3)[CH:13]=2)=[O:10])=[C:4]([CH2:29][CH2:30][CH2:31][CH2:32][O:33][CH:34]2[CH2:39][CH2:38][CH2:37][CH2:36][O:35]2)[CH:3]=1, predict the reactants needed to synthesize it. The reactants are: [Cl:1][C:2]1[CH:7]=[CH:6][C:5]([NH:8][C:9]([NH:11][C:12]2[CH:17]=[CH:16][CH:15]=[C:14]([C:18]3[CH:23]=[CH:22][CH:21]=[C:20]([N:24]4[CH2:28][CH2:27][CH2:26][CH2:25]4)[N:19]=3)[CH:13]=2)=[O:10])=[C:4]([C:29]#[C:30][CH2:31][CH2:32][O:33][CH:34]2[CH2:39][CH2:38][CH2:37][CH2:36][O:35]2)[CH:3]=1. (4) Given the product [C:9]([O:12][CH2:13][C@@H:14]1[C@@H:18]([O:19][C:20](=[O:22])[CH3:21])[C@@H:17]([O:23][C:24](=[O:26])[CH3:25])[C@H:16]([N:27]2[CH:35]=[N:34][C:33]3[C:28]2=[N:29][C:30]([I:39])=[N:31][C:32]=3[Cl:36])[O:15]1)(=[O:11])[CH3:10], predict the reactants needed to synthesize it. The reactants are: N(OCCC(C)C)=O.[C:9]([O:12][CH2:13][C@@H:14]1[C@@H:18]([O:19][C:20](=[O:22])[CH3:21])[C@@H:17]([O:23][C:24](=[O:26])[CH3:25])[C@H:16]([N:27]2[CH:35]=[N:34][C:33]3[C:28]2=[N:29][C:30](N)=[N:31][C:32]=3[Cl:36])[O:15]1)(=[O:11])[CH3:10].C(I)[I:39].[O-]S([O-])(=S)=O.[Na+].[Na+]. (5) Given the product [OH:32][CH2:31][C:30]([NH:29][C:23](=[O:25])[C:22]1[CH:21]=[CH:20][C:19]([CH:11]([C:12]2[CH:17]=[CH:16][CH:15]=[CH:14][C:13]=2[CH3:18])[CH2:10][C:9]([C:4]2[CH:5]=[CH:6][C:7](=[O:8])[N:2]([CH3:1])[CH:3]=2)=[O:28])=[CH:27][CH:26]=1)([CH3:34])[CH3:33], predict the reactants needed to synthesize it. The reactants are: [CH3:1][N:2]1[C:7](=[O:8])[CH:6]=[CH:5][C:4]([C:9](=[O:28])[CH2:10][CH:11]([C:19]2[CH:27]=[CH:26][C:22]([C:23]([OH:25])=O)=[CH:21][CH:20]=2)[C:12]2[CH:17]=[CH:16][CH:15]=[CH:14][C:13]=2[CH3:18])=[CH:3]1.[NH2:29][C:30]([CH3:34])([CH3:33])[CH2:31][OH:32].F[P-](F)(F)(F)(F)F.N1(O[P+](N(C)C)(N(C)C)N(C)C)C2C=CC=CC=2N=N1. (6) Given the product [CH3:1][S:2][C:3]1[CH:4]=[CH:5][C:6]([C:9]2[C:13]3[CH:14]=[C:15]([C:18]4[O:19][C:32]([OH:33])=[N:21][N:20]=4)[CH:16]=[CH:17][C:12]=3[O:11][CH:10]=2)=[CH:7][CH:8]=1, predict the reactants needed to synthesize it. The reactants are: [CH3:1][S:2][C:3]1[CH:8]=[CH:7][C:6]([C:9]2[C:13]3[CH:14]=[C:15]([C:18]([NH:20][NH2:21])=[O:19])[CH:16]=[CH:17][C:12]=3[O:11][CH:10]=2)=[CH:5][CH:4]=1.C(N(CC)CC)C.O.CN(C)[CH:32]=[O:33]. (7) Given the product [CH3:20][O:10][C:9](=[O:11])[C@@H:8]([NH:12][C:13]([O:15][C:16]([CH3:19])([CH3:18])[CH3:17])=[O:14])[CH2:7][C:5]1[S:6][C:2]([Br:1])=[CH:3][CH:4]=1, predict the reactants needed to synthesize it. The reactants are: [Br:1][C:2]1[S:6][C:5]([CH2:7][C@H:8]([NH:12][C:13]([O:15][C:16]([CH3:19])([CH3:18])[CH3:17])=[O:14])[C:9]([OH:11])=[O:10])=[CH:4][CH:3]=1.[CH3:20]CN(C(C)C)C(C)C.CI.O.